This data is from Forward reaction prediction with 1.9M reactions from USPTO patents (1976-2016). The task is: Predict the product of the given reaction. Given the reactants [CH3:1][C:2]1[O:3][C:4]([CH3:10])=[C:5]([C:7](=[O:9])[CH3:8])[N:6]=1.C[Si](C)(C)[N-][Si](C)(C)C.[K+].[F:21][C:22]1[CH:27]=[C:26]([F:28])[C:25]([C:29]2[CH:30]=[N:31][CH:32]=[N:33][CH:34]=2)=[CH:24][C:23]=1/[C:35](=[N:37]/[S@@:38]([C:40]([CH3:43])([CH3:42])[CH3:41])=[O:39])/[CH3:36].O, predict the reaction product. The product is: [F:21][C:22]1[CH:27]=[C:26]([F:28])[C:25]([C:29]2[CH:30]=[N:31][CH:32]=[N:33][CH:34]=2)=[CH:24][C:23]=1[C@@:35]([NH:37][S@@:38]([C:40]([CH3:41])([CH3:43])[CH3:42])=[O:39])([CH2:8][C:7]([C:5]1[N:6]=[C:2]([CH3:1])[O:3][C:4]=1[CH3:10])=[O:9])[CH3:36].